This data is from Forward reaction prediction with 1.9M reactions from USPTO patents (1976-2016). The task is: Predict the product of the given reaction. (1) Given the reactants Cl[C:2]1[CH:7]=[C:6]([CH3:8])[CH:5]=[CH:4][N:3]=1.[O:9]([CH3:11])[Na].O, predict the reaction product. The product is: [CH3:11][O:9][C:2]1[CH:7]=[C:6]([CH3:8])[CH:5]=[CH:4][N:3]=1. (2) The product is: [Cl:3][C:4]1[C:5]([N:10]2[CH2:11][CH2:12][N:13]([CH2:28][C:18]3[CH:19]=[N:20][N:21]([C:22]4[CH:27]=[CH:26][CH:25]=[CH:24][CH:23]=4)[C:17]=3[CH3:16])[CH2:14][CH2:15]2)=[N:6][CH:7]=[CH:8][N:9]=1. Given the reactants Cl.Cl.[Cl:3][C:4]1[C:5]([N:10]2[CH2:15][CH2:14][NH:13][CH2:12][CH2:11]2)=[N:6][CH:7]=[CH:8][N:9]=1.[CH3:16][C:17]1[N:21]([C:22]2[CH:27]=[CH:26][CH:25]=[CH:24][CH:23]=2)[N:20]=[CH:19][C:18]=1[CH:28]=O.C(N(CC)CC)C.C(O[BH-](OC(=O)C)OC(=O)C)(=O)C.[Na+], predict the reaction product. (3) The product is: [CH3:21][C:22]1[CH:29]=[CH:28][C:25]([CH2:26][N:12]2[C:13]3[CH:1]=[N:2][C:3]([C:14]([NH:32][OH:30])=[O:16])=[CH:4][C:5]=3[C:6]3[C:11]2=[CH:10][CH:9]=[CH:8][CH:7]=3)=[CH:24][CH:23]=1. Given the reactants [CH:1]1[C:13]2[NH:12][C:11]3[C:6](=[CH:7][CH:8]=[CH:9][CH:10]=3)[C:5]=2[CH:4]=[C:3]([C:14]([O:16]CC)=O)[N:2]=1.[H-].[Na+].[CH3:21][C:22]1[CH:29]=[CH:28][C:25]([CH2:26]Br)=[CH:24][CH:23]=1.[OH-:30].[Na+].[NH2:32]O, predict the reaction product. (4) Given the reactants Br[CH:2]([C:4]1[CH:5]=[CH:6][C:7]([F:10])=[N:8][CH:9]=1)[CH3:3].[CH3:11][C@@H:12]1[NH:17][CH2:16][CH2:15][N:14]([C:18]([O:20][C:21]([CH3:24])([CH3:23])[CH3:22])=[O:19])[CH2:13]1.C([O-])([O-])=O.[K+].[K+], predict the reaction product. The product is: [F:10][C:7]1[N:8]=[CH:9][C:4]([C@H:2]([N:17]2[CH2:16][CH2:15][N:14]([C:18]([O:20][C:21]([CH3:24])([CH3:23])[CH3:22])=[O:19])[CH2:13][C@@H:12]2[CH3:11])[CH3:3])=[CH:5][CH:6]=1. (5) Given the reactants [F:1][C:2]1[C:9]([F:10])=[CH:8][CH:7]=[C:6]([I:11])[C:3]=1[C:4]#[N:5].[Li+].CC([N-]C(C)C)C.[CH:20](OC)=[O:21], predict the reaction product. The product is: [F:1][C:2]1[C:9]([F:10])=[C:8]([CH2:20][OH:21])[CH:7]=[C:6]([I:11])[C:3]=1[C:4]#[N:5]. (6) Given the reactants [Cl:1][C:2]1[CH:11]=[C:10]2[C:5]([C:6](=[O:32])[C:7]([CH2:18][NH:19][C:20](=[O:31])OC3C=CC([N+]([O-])=O)=CC=3)=[CH:8][N:9]2[C:12]2[CH:17]=[CH:16][CH:15]=[CH:14][CH:13]=2)=[CH:4][CH:3]=1.[C:33]([O:37][C:38](=[O:47])[NH:39][C@H:40]1[CH2:45][CH2:44][C@H:43]([NH2:46])[CH2:42][CH2:41]1)([CH3:36])([CH3:35])[CH3:34], predict the reaction product. The product is: [C:33]([O:37][C:38](=[O:47])[NH:39][CH:40]1[CH2:41][CH2:42][CH:43]([NH:46][C:20]([NH:19][CH2:18][C:7]2[C:6](=[O:32])[C:5]3[C:10](=[CH:11][C:2]([Cl:1])=[CH:3][CH:4]=3)[N:9]([C:12]3[CH:13]=[CH:14][CH:15]=[CH:16][CH:17]=3)[CH:8]=2)=[O:31])[CH2:44][CH2:45]1)([CH3:36])([CH3:34])[CH3:35]. (7) Given the reactants [CH2:1]([O:3][C:4]([C:6]1[C:10]2[N:11]=[CH:12][N:13]=[C:14](Cl)[C:9]=2[NH:8][CH:7]=1)=[O:5])[CH3:2].[CH:16]1([CH2:19][O:20][C:21]2[C:26](B3OC(C)(C)C(C)(C)O3)=[CH:25][C:24]([C:36](=[O:38])[CH3:37])=[C:23]([CH3:39])[CH:22]=2)[CH2:18][CH2:17]1, predict the reaction product. The product is: [CH2:1]([O:3][C:4]([C:6]1[C:10]2[N:11]=[CH:12][N:13]=[C:14]([C:26]3[CH:25]=[C:24]([C:36](=[O:38])[CH3:37])[C:23]([CH3:39])=[CH:22][C:21]=3[O:20][CH2:19][CH:16]3[CH2:18][CH2:17]3)[C:9]=2[NH:8][CH:7]=1)=[O:5])[CH3:2]. (8) Given the reactants [CH2:1]([O:3][C:4](=[O:11])[CH2:5][CH2:6][CH2:7][CH2:8][CH2:9][OH:10])[CH3:2].[I-].[Na+].Br[CH2:15][C:16]#[CH:17].[OH-].[K+], predict the reaction product. The product is: [CH2:1]([O:3][C:4](=[O:11])[CH2:5][CH2:6][CH2:7][CH2:8][CH2:9][O:10][CH2:17][C:16]#[CH:15])[CH3:2]. (9) Given the reactants C([O:3][C:4](=[O:37])[CH2:5][NH:6][C:7]([NH:9][C:10]1[CH:15]=[C:14]([CH2:16][NH:17][C:18]2[CH:23]=[CH:22][CH:21]=[CH:20][C:19]=2[C:24](=[O:36])[NH:25][O:26][CH2:27][C:28]2[CH:33]=[CH:32][C:31]([C:34]#[N:35])=[CH:30][CH:29]=2)[CH:13]=[CH:12][N:11]=1)=[O:8])C.[OH-].[Na+].O.Cl, predict the reaction product. The product is: [C:34]([C:31]1[CH:32]=[CH:33][C:28]([CH2:27][O:26][NH:25][C:24]([C:19]2[CH:20]=[CH:21][CH:22]=[CH:23][C:18]=2[NH:17][CH2:16][C:14]2[CH:13]=[CH:12][N:11]=[C:10]([NH:9][C:7](=[O:8])[NH:6][CH2:5][C:4]([OH:37])=[O:3])[CH:15]=2)=[O:36])=[CH:29][CH:30]=1)#[N:35].